From a dataset of Peptide-MHC class II binding affinity with 134,281 pairs from IEDB. Regression. Given a peptide amino acid sequence and an MHC pseudo amino acid sequence, predict their binding affinity value. This is MHC class II binding data. (1) The peptide sequence is IFSKNLNIKLNMPLY. The MHC is DRB1_0401 with pseudo-sequence DRB1_0401. The binding affinity (normalized) is 0.290. (2) The peptide sequence is AFKVAATAANIAPAN. The MHC is DRB1_0802 with pseudo-sequence DRB1_0802. The binding affinity (normalized) is 0.667. (3) The peptide sequence is EADYSQIPISINYRT. The MHC is DRB1_1302 with pseudo-sequence DRB1_1302. The binding affinity (normalized) is 0.528.